Dataset: Catalyst prediction with 721,799 reactions and 888 catalyst types from USPTO. Task: Predict which catalyst facilitates the given reaction. (1) Reactant: [F:1][C:2]1[CH:3]=[C:4]([CH:11]=[C:12]([F:15])[C:13]=1F)[C:5]([O:7][CH2:8][C:9]#[CH:10])=[O:6].[CH2:16]([OH:19])[C:17]#[CH:18].CN(C=O)C.[H-].[Na+]. Product: [F:15][C:12]1[CH:11]=[C:4]([CH:3]=[C:2]([F:1])[C:13]=1[O:19][CH2:16][C:17]#[CH:18])[C:5]([O:7][CH2:8][C:9]#[CH:10])=[O:6]. The catalyst class is: 6. (2) Reactant: [CH2:1]([N:3]1[CH:7]=[C:6]([C:8]([OH:10])=O)[C:5]([CH3:11])=[N:4]1)[CH3:2].O1CCCC1.C(Cl)(=O)C(Cl)=O.[NH2:23][C:24]1[CH:25]=[C:26]([CH:43]=[CH:44][CH:45]=1)[O:27][C:28]1[CH:29]=[CH:30][C:31]2[N:32]([N:34]=[C:35]([NH:37][C:38]([CH:40]3[CH2:42][CH2:41]3)=[O:39])[N:36]=2)[CH:33]=1. Product: [CH:40]1([C:38]([NH:37][C:35]2[N:36]=[C:31]3[CH:30]=[CH:29][C:28]([O:27][C:26]4[CH:25]=[C:24]([NH:23][C:8]([C:6]5[C:5]([CH3:11])=[N:4][N:3]([CH2:1][CH3:2])[CH:7]=5)=[O:10])[CH:45]=[CH:44][CH:43]=4)=[CH:33][N:32]3[N:34]=2)=[O:39])[CH2:41][CH2:42]1. The catalyst class is: 402. (3) Reactant: [C:1]([N:5]1[CH2:10][CH2:9][C:8](=[O:11])[CH2:7][CH2:6]1)([CH3:4])([CH3:3])[CH3:2].[H-].[Al+3].[Li+].[H-].[H-].[H-]. Product: [C:1]([N:5]1[CH2:10][CH2:9][CH:8]([OH:11])[CH2:7][CH2:6]1)([CH3:4])([CH3:2])[CH3:3]. The catalyst class is: 1. (4) Reactant: [C:1]([O:5][C:6]([NH:8][C:9]1[S:10][C:11]([CH:19]=[O:20])=[C:12]([C:14]2[O:15][CH:16]=[CH:17][CH:18]=2)[N:13]=1)=[O:7])([CH3:4])([CH3:3])[CH3:2].[CH2:21]([Li])[CH2:22][CH2:23][CH3:24].CCCCCC.[Cl-].[NH4+]. Product: [O:15]1[CH:16]=[CH:17][CH:18]=[C:14]1[C:12]1[N:13]=[C:9]([NH:8][C:6](=[O:7])[O:5][C:1]([CH3:4])([CH3:2])[CH3:3])[S:10][C:11]=1[CH:19]([OH:20])[CH2:21][CH2:22][CH2:23][CH3:24]. The catalyst class is: 1. (5) Reactant: ClC(OCC)=O.[C:7]([C:10]1([C:13]([OH:15])=O)[CH2:12][CH2:11]1)(=[O:9])[CH3:8].C(N(CC)CC)C.[C:23]1([C@H:29]([NH2:31])[CH3:30])[CH:28]=[CH:27][CH:26]=[CH:25][CH:24]=1. Product: [C:7]([C:10]1([C:13]([NH:31][C@@H:29]([C:23]2[CH:28]=[CH:27][CH:26]=[CH:25][CH:24]=2)[CH3:30])=[O:15])[CH2:11][CH2:12]1)(=[O:9])[CH3:8]. The catalyst class is: 2.